From a dataset of Full USPTO retrosynthesis dataset with 1.9M reactions from patents (1976-2016). Predict the reactants needed to synthesize the given product. (1) Given the product [Cl:17][C:18]1[CH:24]=[CH:23][C:22]([O:25][CH3:26])=[CH:21][C:19]=1[NH:20][C:2]1[CH:7]=[C:6]([CH2:8][O:9][CH3:10])[N:5]=[C:4]([C:11]2[N:12]=[C:13]([CH3:16])[S:14][CH:15]=2)[N:3]=1, predict the reactants needed to synthesize it. The reactants are: Cl[C:2]1[CH:7]=[C:6]([CH2:8][O:9][CH3:10])[N:5]=[C:4]([C:11]2[N:12]=[C:13]([CH3:16])[S:14][CH:15]=2)[N:3]=1.[Cl:17][C:18]1[CH:24]=[CH:23][C:22]([O:25][CH3:26])=[CH:21][C:19]=1[NH2:20]. (2) Given the product [Cl:20][C:21]1[CH:26]=[CH:25][C:24]([CH2:27][OH:28])=[C:23](/[CH:42]=[CH:43]/[C:44]2[CH:45]=[CH:46][C:47]([F:50])=[CH:48][CH:49]=2)[CH:22]=1, predict the reactants needed to synthesize it. The reactants are: BrC1C=C(Cl)C=CC=1CO.FC1C=CC(C=C)=CC=1.[Cl:20][C:21]1[CH:26]=[CH:25][C:24]([CH2:27][O:28]C2N(C3C=C(C#N)C=CN=3)N=CC=2)=[C:23](/[CH:42]=[CH:43]/[C:44]2[CH:49]=[CH:48][C:47]([F:50])=[CH:46][CH:45]=2)[CH:22]=1. (3) Given the product [Br:3][C:4]1[CH:9]=[CH:8][C:7]([O:10][CH2:11][CH2:12][CH2:13][CH2:14][CH2:15][CH2:16][CH2:17][CH3:18])=[CH:6][CH:5]=1, predict the reactants needed to synthesize it. The reactants are: [H-].[Na+].[Br:3][C:4]1[CH:9]=[CH:8][C:7]([OH:10])=[CH:6][CH:5]=1.[CH2:11](Br)[CH2:12][CH2:13][CH2:14][CH2:15][CH2:16][CH2:17][CH3:18].